From a dataset of Forward reaction prediction with 1.9M reactions from USPTO patents (1976-2016). Predict the product of the given reaction. (1) Given the reactants C([O:4][C:5]1[CH:6]=[C:7]2[C:12](=[CH:13][C:14]=1[O:15][CH3:16])[N:11]=[C:10]([C:17]1[CH:22]=[CH:21][C:20]([C:23]3[CH:28]=[CH:27][CH:26]=[CH:25][CH:24]=3)=[C:19]([F:29])[CH:18]=1)[N:9]=[C:8]2[NH:30][C:31]1[CH:32]=[C:33]2[C:37](=[CH:38][CH:39]=1)[N:36]([C:40]([O:42][C:43]([CH3:46])([CH3:45])[CH3:44])=[O:41])[N:35]=[CH:34]2)(=O)C.[NH4+].[OH-], predict the reaction product. The product is: [F:29][C:19]1[CH:18]=[C:17]([C:10]2[N:9]=[C:8]([NH:30][C:31]3[CH:32]=[C:33]4[C:37](=[CH:38][CH:39]=3)[N:36]([C:40]([O:42][C:43]([CH3:44])([CH3:45])[CH3:46])=[O:41])[N:35]=[CH:34]4)[C:7]3[C:12](=[CH:13][C:14]([O:15][CH3:16])=[C:5]([OH:4])[CH:6]=3)[N:11]=2)[CH:22]=[CH:21][C:20]=1[C:23]1[CH:24]=[CH:25][CH:26]=[CH:27][CH:28]=1. (2) Given the reactants [Cl:1][C:2]1[CH:7]=[CH:6][C:5]([CH:8]2[CH:12]([C:13]3[CH:18]=[CH:17][C:16]([Cl:19])=[CH:15][CH:14]=3)[N:11]([C:20](Cl)=[O:21])[C:10]([C:23]3[CH:24]=[N:25][C:26]([O:32][CH2:33][CH3:34])=[CH:27][C:28]=3[O:29][CH2:30][CH3:31])=[N:9]2)=[CH:4][CH:3]=1.[N:35]1([CH2:41][CH2:42][OH:43])[CH2:40][CH2:39][NH:38][CH2:37][CH2:36]1, predict the reaction product. The product is: [ClH:1].[Cl:1][C:2]1[CH:7]=[CH:6][C:5]([C@H:8]2[C@@H:12]([C:13]3[CH:18]=[CH:17][C:16]([Cl:19])=[CH:15][CH:14]=3)[N:11]([C:20]([N:38]3[CH2:39][CH2:40][N:35]([CH2:41][CH2:42][OH:43])[CH2:36][CH2:37]3)=[O:21])[C:10]([C:23]3[CH:24]=[N:25][C:26]([O:32][CH2:33][CH3:34])=[CH:27][C:28]=3[O:29][CH2:30][CH3:31])=[N:9]2)=[CH:4][CH:3]=1. (3) Given the reactants [Cl:1][C:2]1[N:3]=[C:4]([N:12]2[CH2:17][CH2:16][O:15][CH2:14][CH2:13]2)[C:5]2[S:10][C:9](I)=[CH:8][C:6]=2[N:7]=1.[CH3:18][S:19]([NH:22][C:23]1[CH:28]=[CH:27][C:26](B2OC(C)(C)C(C)(C)O2)=[CH:25][CH:24]=1)(=[O:21])=[O:20], predict the reaction product. The product is: [Cl:1][C:2]1[N:3]=[C:4]([N:12]2[CH2:17][CH2:16][O:15][CH2:14][CH2:13]2)[C:5]2[S:10][C:9]([C:26]3[CH:25]=[CH:24][C:23]([NH:22][S:19]([CH3:18])(=[O:20])=[O:21])=[CH:28][CH:27]=3)=[CH:8][C:6]=2[N:7]=1. (4) The product is: [CH:1]1([NH:6][N:7]2[C:16]3[C:11](=[CH:12][CH:13]=[CH:14][CH:15]=3)[C:10]([OH:17])=[C:9]([C:18]3[NH:23][C:22]4[CH:24]=[CH:25][CH:26]=[CH:27][C:21]=4[S:20](=[O:28])(=[O:29])[N:19]=3)[C:8]2=[O:30])[CH2:2][CH2:3][CH2:4][CH2:5]1. Given the reactants [C:1]1(=[N:6][N:7]2[C:16]3[C:11](=[CH:12][CH:13]=[CH:14][CH:15]=3)[C:10]([OH:17])=[C:9]([C:18]3[NH:23][C:22]4[CH:24]=[CH:25][CH:26]=[CH:27][C:21]=4[S:20](=[O:29])(=[O:28])[N:19]=3)[C:8]2=[O:30])[CH2:5][CH2:4][CH2:3][CH2:2]1.CO.[BH4-].[Li+].Cl, predict the reaction product. (5) Given the reactants [CH2:1]([C:8]1[S:9][C:10](Br)=[CH:11][CH:12]=1)[C:2]1[CH:7]=[CH:6][CH:5]=[CH:4][CH:3]=1.C([Li])CCC.CON(C)[C:22](=[O:24])[CH3:23].Cl, predict the reaction product. The product is: [CH2:1]([C:8]1[S:9][C:10]([C:22](=[O:24])[CH3:23])=[CH:11][CH:12]=1)[C:2]1[CH:7]=[CH:6][CH:5]=[CH:4][CH:3]=1. (6) Given the reactants [F:1][C:2]1[CH:7]=[CH:6][C:5]([N:8]2[C:16]3[C:11](=[CH:12][C:13]([O:17][C@H:18]([C:22]4[CH:27]=[CH:26][CH:25]=[C:24]([O:28][CH3:29])[CH:23]=4)[C@@H:19]([NH2:21])[CH3:20])=[CH:14][CH:15]=3)[CH:10]=[N:9]2)=[CH:4][CH:3]=1.[NH:30]1[C:34]2[CH:35]=[CH:36][CH:37]=[CH:38][C:33]=2[N:32]=[C:31]1[C:39](O)=[O:40], predict the reaction product. The product is: [F:1][C:2]1[CH:3]=[CH:4][C:5]([N:8]2[C:16]3[C:11](=[CH:12][C:13]([O:17][C@H:18]([C:22]4[CH:27]=[CH:26][CH:25]=[C:24]([O:28][CH3:29])[CH:23]=4)[C@@H:19]([NH:21][C:39]([C:31]4[NH:30][C:34]5[CH:35]=[CH:36][CH:37]=[CH:38][C:33]=5[N:32]=4)=[O:40])[CH3:20])=[CH:14][CH:15]=3)[CH:10]=[N:9]2)=[CH:6][CH:7]=1. (7) Given the reactants Cl.[CH3:2][O:3][C@H:4]1[C@@H:9]([NH:10][C:11](=[O:20])[O:12][CH2:13][C:14]2[CH:19]=[CH:18][CH:17]=[CH:16][CH:15]=2)[CH2:8][CH2:7][NH:6][CH2:5]1.Cl[C:22]1[CH:27]=[CH:26][N:25]=[C:24]([C:28]([O:30][CH3:31])=[O:29])[CH:23]=1.C1C=CC(P(C2C(C3C(P(C4C=CC=CC=4)C4C=CC=CC=4)=CC=C4C=3C=CC=C4)=C3C(C=CC=C3)=CC=2)C2C=CC=CC=2)=CC=1.C(=O)([O-])[O-].[Cs+].[Cs+], predict the reaction product. The product is: [CH2:13]([O:12][C:11]([NH:10][C@H:9]1[CH2:8][CH2:7][N:6]([C:22]2[CH:27]=[CH:26][N:25]=[C:24]([C:28]([O:30][CH3:31])=[O:29])[CH:23]=2)[CH2:5][C@H:4]1[O:3][CH3:2])=[O:20])[C:14]1[CH:19]=[CH:18][CH:17]=[CH:16][CH:15]=1. (8) Given the reactants [N:1]1([CH2:6][CH2:7][NH2:8])[CH2:5][CH2:4][CH2:3][CH2:2]1.[I:9][C:10]1[CH:15]=[CH:14][C:13]([S:16](Cl)(=[O:18])=[O:17])=[CH:12][CH:11]=1, predict the reaction product. The product is: [I:9][C:10]1[CH:15]=[CH:14][C:13]([S:16]([NH:8][CH2:7][CH2:6][N:1]2[CH2:5][CH2:4][CH2:3][CH2:2]2)(=[O:18])=[O:17])=[CH:12][CH:11]=1. (9) Given the reactants [NH2:1][C:2]1[CH:7]=[C:6]([Br:8])[CH:5]=[CH:4][C:3]=1[NH:9][CH2:10][CH2:11][NH:12][C:13](=[O:19])[O:14][C:15]([CH3:18])([CH3:17])[CH3:16].[CH:20](OCC)(OCC)OCC, predict the reaction product. The product is: [Br:8][C:6]1[CH:5]=[CH:4][C:3]2[N:9]([CH2:10][CH2:11][NH:12][C:13](=[O:19])[O:14][C:15]([CH3:16])([CH3:18])[CH3:17])[CH:20]=[N:1][C:2]=2[CH:7]=1. (10) The product is: [F:1][C:2]1[CH:3]=[C:4]([C:16]([NH:18][CH2:19][C:20]2[CH:21]=[CH:22][C:23]([C:24]([OH:26])=[O:25])=[CH:28][CH:29]=2)=[O:17])[C:5]([O:8][C:9]2[CH:14]=[CH:13][C:12]([F:15])=[CH:11][CH:10]=2)=[N:6][CH:7]=1. Given the reactants [F:1][C:2]1[CH:3]=[C:4]([C:16]([NH:18][CH2:19][C:20]2[CH:29]=[CH:28][C:23]([C:24]([O:26]C)=[O:25])=[CH:22][CH:21]=2)=[O:17])[C:5]([O:8][C:9]2[CH:14]=[CH:13][C:12]([F:15])=[CH:11][CH:10]=2)=[N:6][CH:7]=1.[OH-].[Na+], predict the reaction product.